This data is from Forward reaction prediction with 1.9M reactions from USPTO patents (1976-2016). The task is: Predict the product of the given reaction. (1) Given the reactants [CH3:1][O:2][C:3]1[CH:4]=[C:5]2[C:10](=[CH:11][CH:12]=1)[CH:9]=[C:8]([C:13](=O)[CH2:14][CH2:15][C:16]([C:18]1[CH:23]=[CH:22][CH:21]=[CH:20][CH:19]=1)=O)[CH:7]=[CH:6]2.[NH2:25][C:26]1[CH:31]=[CH:30][CH:29]=[CH:28][CH:27]=1, predict the reaction product. The product is: [CH3:1][O:2][C:3]1[CH:4]=[C:5]2[C:10](=[CH:11][CH:12]=1)[CH:9]=[C:8]([C:13]1[N:25]([C:26]3[CH:31]=[CH:30][CH:29]=[CH:28][CH:27]=3)[C:16]([C:18]3[CH:23]=[CH:22][CH:21]=[CH:20][CH:19]=3)=[CH:15][CH:14]=1)[CH:7]=[CH:6]2. (2) Given the reactants [F:1][C:2]1[CH:7]=[CH:6][C:5]([S:8][CH2:9][CH2:10][CH2:11][C:12]([OH:14])=O)=[CH:4][CH:3]=1.[CH3:15][O:16][C:17]1[CH:29]=[CH:28][CH:27]=[CH:26][C:18]=1[CH2:19][NH:20][CH2:21][C:22]([F:25])([F:24])[F:23], predict the reaction product. The product is: [F:1][C:2]1[CH:3]=[CH:4][C:5]([S:8][CH2:9][CH2:10][CH2:11][C:12]([N:20]([CH2:19][C:18]2[CH:26]=[CH:27][CH:28]=[CH:29][C:17]=2[O:16][CH3:15])[CH2:21][C:22]([F:24])([F:25])[F:23])=[O:14])=[CH:6][CH:7]=1. (3) Given the reactants [I-].[CH3:2][S+](C)(C)=O.[H-].[Na+].[Br:9][C:10]1[C:11]([OH:32])=[C:12]([CH:16]=[N:17][C:18]2[CH:31]=[CH:30][C:21]3[C@H:22]([CH2:25][C:26]([O:28][CH3:29])=[O:27])[CH2:23][O:24][C:20]=3[CH:19]=2)[CH:13]=[CH:14][CH:15]=1.[Cl-].[NH4+], predict the reaction product. The product is: [Br:9][C:10]1[C:11]2[O:32][CH2:2][CH:16]([NH:17][C:18]3[CH:31]=[CH:30][C:21]4[C@H:22]([CH2:25][C:26]([O:28][CH3:29])=[O:27])[CH2:23][O:24][C:20]=4[CH:19]=3)[C:12]=2[CH:13]=[CH:14][CH:15]=1. (4) Given the reactants [C:1]1([C@H:7]([NH2:9])[CH3:8])[CH:6]=[CH:5][CH:4]=[CH:3][CH:2]=1.[CH3:10][O:11][C:12](=[O:17])[CH2:13][C:14](=O)[CH3:15].[CH3:18][O:19][C:20](=[O:23])[C:21]#[CH:22], predict the reaction product. The product is: [CH3:18][O:19][C:20](=[O:23])[CH:21]=[CH:22][C:13](=[C:14]([NH:9][C@@H:7]([C:1]1[CH:6]=[CH:5][CH:4]=[CH:3][CH:2]=1)[CH3:8])[CH3:15])[C:12]([O:11][CH3:10])=[O:17]. (5) Given the reactants [H-].[Na+].[CH3:3][CH:4]([CH3:7])[CH2:5][OH:6].Cl[C:9]1[N:14]=[CH:13][N:12]=[C:11]([N:15]2[CH2:20][CH2:19][N:18]([C:21]([C:23]3[CH:28]=[CH:27][C:26]([CH3:29])=[C:25]([F:30])[CH:24]=3)=[O:22])[CH2:17][CH2:16]2)[CH:10]=1, predict the reaction product. The product is: [F:30][C:25]1[CH:24]=[C:23]([C:21]([N:18]2[CH2:19][CH2:20][N:15]([C:11]3[CH:10]=[C:9]([O:6][CH2:5][CH:4]([CH3:7])[CH3:3])[N:14]=[CH:13][N:12]=3)[CH2:16][CH2:17]2)=[O:22])[CH:28]=[CH:27][C:26]=1[CH3:29]. (6) Given the reactants [CH2:1]([O:3][C:4]1[CH:5]=[C:6]2[C:11](=[C:12]([NH2:14])[N:13]=1)[N:10]=[CH:9][CH:8]=[CH:7]2)[CH3:2].[Cl:15]N1C(=O)CCC1=O, predict the reaction product. The product is: [Cl:15][C:5]1[C:4]([O:3][CH2:1][CH3:2])=[N:13][C:12]([NH2:14])=[C:11]2[C:6]=1[CH:7]=[CH:8][CH:9]=[N:10]2.